From a dataset of Full USPTO retrosynthesis dataset with 1.9M reactions from patents (1976-2016). Predict the reactants needed to synthesize the given product. (1) Given the product [CH3:38][O:40][CH:5]([CH2:8][C:9]1[CH:14]=[CH:13][C:12]([O:15][CH2:33][CH2:32][CH2:31][O:30][C:29]2[CH:35]=[CH:36][C:26]([O:19][C:20]3[CH:25]=[CH:24][CH:23]=[CH:22][CH:21]=3)=[CH:27][CH:28]=2)=[CH:11][C:10]=1[O:16][CH3:17])[C:4]([OH:3])=[O:18], predict the reactants needed to synthesize it. The reactants are: C([O:3][C:4](=[O:18])[CH:5]([CH2:8][C:9]1[CH:14]=[CH:13][C:12]([OH:15])=[CH:11][C:10]=1[O:16][CH3:17])CC)C.[O:19]([C:26]1[CH:36]=[CH:35][C:29]([O:30][CH2:31][CH2:32][CH2:33]O)=[CH:28][CH:27]=1)[C:20]1[CH:25]=[CH:24][CH:23]=[CH:22][CH:21]=1.C[CH:38]([O:40]C(/N=N/C(OC(C)C)=O)=O)C.C1(C)C=CC=CC=1.[OH-].[Na+]. (2) Given the product [F:1][C:2]1[CH:7]=[C:6]([F:8])[CH:5]=[CH:4][C:3]=1[C:9]1[N:10]([S:18]([C:21]2[CH:26]=[CH:25][CH:24]=[C:23]([F:27])[CH:22]=2)(=[O:20])=[O:19])[CH:11]=[C:12]2[CH:16]([NH:29][CH3:28])[CH2:15][CH2:14][C:13]=12, predict the reactants needed to synthesize it. The reactants are: [F:1][C:2]1[CH:7]=[C:6]([F:8])[CH:5]=[CH:4][C:3]=1[C:9]1[N:10]([S:18]([C:21]2[CH:26]=[CH:25][CH:24]=[C:23]([F:27])[CH:22]=2)(=[O:20])=[O:19])[CH:11]=[C:12]2[C:16](=O)[CH2:15][CH2:14][C:13]=12.[CH3:28][NH2:29].O1CCCC1.[BH4-].[Na+]. (3) Given the product [Cl:18][C:19]1[CH:20]=[C:21]([NH:27][C@H:28]([CH2:37][NH:38][CH2:51][CH:2]=[CH2:3])[CH2:29][C:30]([O:32][C:33]([CH3:34])([CH3:35])[CH3:36])=[O:31])[CH:22]=[CH:23][C:24]=1[C:25]#[N:26], predict the reactants needed to synthesize it. The reactants are: Cl[C:2]1C=C(N[C@H]2CC(=O)N(C)C2)C=C[C:3]=1C#N.[Cl:18][C:19]1[CH:20]=[C:21]([NH:27][C@H:28]([CH2:37][N:38]([CH3:51])S(C2C=CC=CC=2[N+]([O-])=O)(=O)=O)[CH2:29][C:30]([O:32][C:33]([CH3:36])([CH3:35])[CH3:34])=[O:31])[CH:22]=[CH:23][C:24]=1[C:25]#[N:26]. (4) Given the product [CH2:36]([O:24][C:23](=[O:25])[C:22]1[CH:21]=[CH:20][C:19]([NH:18][C:16](=[O:17])[C:15]2[CH:28]=[C:29]([O:33][CH3:34])[C:30]([O:31][CH3:32])=[C:13]([NH:12][S:9]([C:3]3[CH:4]=[C:5]([Cl:8])[CH:6]=[CH:7][C:2]=3[Cl:1])(=[O:11])=[O:10])[CH:14]=2)=[CH:27][CH:26]=1)[CH3:37], predict the reactants needed to synthesize it. The reactants are: [Cl:1][C:2]1[CH:7]=[CH:6][C:5]([Cl:8])=[CH:4][C:3]=1[S:9]([NH:12][C:13]1[CH:14]=[C:15]([CH:28]=[C:29]([O:33][CH3:34])[C:30]=1[O:31][CH3:32])[C:16]([NH:18][C:19]1[CH:27]=[CH:26][C:22]([C:23]([OH:25])=[O:24])=[CH:21][CH:20]=1)=[O:17])(=[O:11])=[O:10].Cl[C:36]1C=CC(Cl)=C[C:37]=1S(Cl)(=O)=O. (5) The reactants are: [I:1][C:2]1[C:3]([S:11][C:12]2[N:20]=[C:19]3[C:15]([N:16]=[CH:17][NH:18]3)=[C:14](N)[N:13]=2)=[CH:4][C:5]2[O:9][CH2:8][O:7][C:6]=2[CH:10]=1.Br[CH2:23][CH2:24][CH2:25][NH:26][C:27](=[O:31])[CH:28]([CH3:30])[CH3:29].C([O-])([O-])=O.[Cs+].[Cs+].C[N:39](C=O)C. Given the product [NH2:39][C:15]1[N:16]=[CH:17][N:18]=[C:19]2[C:14]=1[N:13]=[C:12]([S:11][C:3]1[C:2]([I:1])=[CH:10][C:6]3[O:7][CH2:8][O:9][C:5]=3[CH:4]=1)[N:20]2[CH2:23][CH2:24][CH2:25][NH:26][C:27](=[O:31])[CH:28]([CH3:30])[CH3:29], predict the reactants needed to synthesize it.